This data is from Catalyst prediction with 721,799 reactions and 888 catalyst types from USPTO. The task is: Predict which catalyst facilitates the given reaction. Reactant: [OH:1][C:2]1[CH:11]=[C:10]2[C:5]([CH2:6][CH2:7][CH:8]([C:12]([O:14][CH2:15][CH3:16])=[O:13])[O:9]2)=[CH:4][CH:3]=1.C(=O)([O-])[O-].[K+].[K+].[I-].[K+].[CH2:25](Cl)[C:26]1[CH:31]=[CH:30][CH:29]=[CH:28][CH:27]=1. Product: [CH2:25]([O:1][C:2]1[CH:11]=[C:10]2[C:5]([CH2:6][CH2:7][CH:8]([C:12]([O:14][CH2:15][CH3:16])=[O:13])[O:9]2)=[CH:4][CH:3]=1)[C:26]1[CH:31]=[CH:30][CH:29]=[CH:28][CH:27]=1. The catalyst class is: 21.